This data is from Forward reaction prediction with 1.9M reactions from USPTO patents (1976-2016). The task is: Predict the product of the given reaction. (1) Given the reactants [CH2:1]1[O:7][CH2:6][C@@H:4](O)[C@H:2]1O.I([O-])(=O)(=O)=O.[Na+].[F:14][C:15]1[C:20]([F:21])=[CH:19][CH:18]=[CH:17][C:16]=1[C:22]1[CH:23]=[N:24][O:25][C:26]=1[C:27]1[C:35]2[C:30](=[N:31][CH:32]=[C:33]([C:36]3[CH2:41][CH2:40][CH:39]([NH2:42])[CH2:38][CH:37]=3)[CH:34]=2)[NH:29][CH:28]=1.C([BH3-])#N.[Na+].C(O)(C(F)(F)F)=O, predict the reaction product. The product is: [F:14][C:15]1[C:20]([F:21])=[CH:19][CH:18]=[CH:17][C:16]=1[C:22]1[CH:23]=[N:24][O:25][C:26]=1[C:27]1[C:35]2[C:30](=[N:31][CH:32]=[C:33]([C:36]3[CH2:41][CH2:40][CH:39]([N:42]4[CH2:2][CH2:1][O:7][CH2:6][CH2:4]4)[CH2:38][CH:37]=3)[CH:34]=2)[NH:29][CH:28]=1. (2) Given the reactants [CH3:1][C:2]1[CH:3]=[CH:4][C:5]([C:9]([C:11]2[C:20](=[O:21])[C:19]3[C:14](=[CH:15][CH:16]=[CH:17][CH:18]=3)[NH:13][CH:12]=2)=[O:10])=[N:6][C:7]=1[CH3:8].[H-].[Na+].Br[CH2:25][C:26]1[N:31]=[C:30]([C:32]#[N:33])[CH:29]=[CH:28][CH:27]=1, predict the reaction product. The product is: [CH3:1][C:2]1[CH:3]=[CH:4][C:5]([C:9]([C:11]2[C:20](=[O:21])[C:19]3[C:14](=[CH:15][CH:16]=[CH:17][CH:18]=3)[N:13]([CH2:25][C:26]3[N:31]=[C:30]([C:32]#[N:33])[CH:29]=[CH:28][CH:27]=3)[CH:12]=2)=[O:10])=[N:6][C:7]=1[CH3:8]. (3) Given the reactants [CH3:1][NH:2][S:3]([C:6]1[CH:11]=[CH:10][C:9](Br)=[CH:8][CH:7]=1)(=[O:5])=[O:4].C([O-])(=O)C.[K+].[CH3:18][O:19][C:20]1[CH:25]=[CH:24][N:23]=[C:22]([CH2:26][CH2:27][C:28]2[NH:37][C:31]3=[N:32][CH:33]=[C:34](I)[CH:35]=[C:30]3[N:29]=2)[CH:21]=1.C(=O)([O-])[O-].[K+].[K+].[Cl-].[Li+], predict the reaction product. The product is: [CH3:18][O:19][C:20]1[CH:25]=[CH:24][N:23]=[C:22]([CH2:26][CH2:27][C:28]2[NH:37][C:31]3=[N:32][CH:33]=[C:34]([C:9]4[CH:10]=[CH:11][C:6]([S:3]([NH:2][CH3:1])(=[O:5])=[O:4])=[CH:7][CH:8]=4)[CH:35]=[C:30]3[N:29]=2)[CH:21]=1. (4) Given the reactants [NH2:1][C:2]1[CH:10]=[CH:9][C:8]([CH3:11])=[CH:7][C:3]=1C(O)=O.C([O:15][CH2:16]C)(=O)C.O.Cl.C([N:22](CC)CC)C, predict the reaction product. The product is: [CH3:11][C:8]1[CH:9]=[CH:10][C:2]2[NH:1][C:16](=[O:15])[NH:22][C:3]=2[CH:7]=1. (5) Given the reactants Cl.[F:2][C:3]1[CH:8]=[CH:7][C:6]([C:9]2[O:10][C:11]3[CH2:16][CH2:15][NH:14][CH2:13][C:12]=3[N:17]=2)=[CH:5][CH:4]=1.[F:18][C:19]1[CH:27]=[CH:26][C:22]([C:23](O)=[O:24])=[CH:21][CH:20]=1.CCN=C=NCCCN(C)C, predict the reaction product. The product is: [F:18][C:19]1[CH:27]=[CH:26][C:22]([C:23]([N:14]2[CH2:15][CH2:16][C:11]3[O:10][C:9]([C:6]4[CH:5]=[CH:4][C:3]([F:2])=[CH:8][CH:7]=4)=[N:17][C:12]=3[CH2:13]2)=[O:24])=[CH:21][CH:20]=1. (6) The product is: [C:8]([O:11][CH2:12][CH2:13][C:14]1[CH:15]=[C:16]2[C:20](=[CH:21][CH:22]=1)[NH:19][CH:18]=[C:17]2[C:30](=[O:31])[CH:41]([C:42]1[CH:47]=[N:46][C:45]([O:48][CH3:49])=[CH:44][N:43]=1)[NH:40][C:36]1[CH:37]=[N:38][CH:39]=[C:34]([O:33][CH3:32])[CH:35]=1)(=[O:10])[CH3:9]. Given the reactants C(N(CC)CC)C.[C:8]([O:11][CH2:12][CH2:13][C:14]1[CH:15]=[C:16]2[C:20](=[CH:21][CH:22]=1)[N:19](C(OC(C)(C)C)=O)[CH:18]=[C:17]2[CH:30]=[O:31])(=[O:10])[CH3:9].[CH3:32][O:33][C:34]1[CH:35]=[C:36]([N:40]=[CH:41][C:42]2[CH:47]=[N:46][C:45]([O:48][CH3:49])=[CH:44][N:43]=2)[CH:37]=[N:38][CH:39]=1, predict the reaction product. (7) Given the reactants [CH2:1]([N:8]1[CH2:13][CH2:12][CH2:11][CH:10]([CH2:14][OH:15])[CH2:9]1)[C:2]1[CH:7]=[CH:6][CH:5]=[CH:4][CH:3]=1.C(N(CC)CC)C.[C:23]1([CH3:33])[CH:28]=[CH:27][C:26]([S:29](Cl)(=[O:31])=[O:30])=[CH:25][CH:24]=1, predict the reaction product. The product is: [CH3:33][C:23]1[CH:28]=[CH:27][C:26]([S:29]([O:15][CH2:14][CH:10]2[CH2:11][CH2:12][CH2:13][N:8]([CH2:1][C:2]3[CH:7]=[CH:6][CH:5]=[CH:4][CH:3]=3)[CH2:9]2)(=[O:31])=[O:30])=[CH:25][CH:24]=1. (8) Given the reactants [F:1][C:2]([F:23])([F:22])[C:3]1[CH:8]=[CH:7][C:6]([CH2:9][CH2:10][NH:11][C:12]2[CH:13]=[N:14][C:15]([C:18]([F:21])([F:20])[F:19])=[CH:16][CH:17]=2)=[CH:5][CH:4]=1.[C:24]([C:32](O)=[O:33])(=[O:31])[C:25]1[CH:30]=[CH:29][CH:28]=[CH:27][CH:26]=1.C(Cl)CCl, predict the reaction product. The product is: [O:31]=[C:24]([C:25]1[CH:30]=[CH:29][CH:28]=[CH:27][CH:26]=1)[C:32]([N:11]([CH2:10][CH2:9][C:6]1[CH:5]=[CH:4][C:3]([C:2]([F:1])([F:22])[F:23])=[CH:8][CH:7]=1)[C:12]1[CH:13]=[N:14][C:15]([C:18]([F:21])([F:20])[F:19])=[CH:16][CH:17]=1)=[O:33].